Dataset: Forward reaction prediction with 1.9M reactions from USPTO patents (1976-2016). Task: Predict the product of the given reaction. (1) Given the reactants Br[C:2]1[CH:3]=[C:4]2[C@:15]3([CH2:19][O:18][C:17]([NH2:20])=[N:16]3)[C:14]3[C:9](=[CH:10][CH:11]=[C:12]([C:21]4[CH:22]=[N:23][CH:24]=[N:25][CH:26]=4)[CH:13]=3)[O:8][C:5]2=[N:6][CH:7]=1.C1COCC1.CN(C=O)C.[CH3:37][C:38]([OH:42])([C:40]#[CH:41])[CH3:39], predict the reaction product. The product is: [NH2:20][C:17]1[O:18][CH2:19][C@:15]2([C:4]3[C:5](=[N:6][CH:7]=[C:2]([C:41]#[C:40][C:38]([CH3:39])([OH:42])[CH3:37])[CH:3]=3)[O:8][C:9]3[C:14]2=[CH:13][C:12]([C:21]2[CH:22]=[N:23][CH:24]=[N:25][CH:26]=2)=[CH:11][CH:10]=3)[N:16]=1. (2) Given the reactants [CH:1]1([C:4]2[NH:8][N:7]=[C:6]([NH:9][C:10]3[CH:15]=[CH:14][N:13]=[C:12]([NH:16][CH2:17][C:18]4[C:32]([F:33])=[CH:31][C:21]5[N:22](C6CCCCO6)[CH:23]=[N:24][C:20]=5[CH:19]=4)[N:11]=3)[CH:5]=2)[CH2:3][CH2:2]1.CC1C=CC(S(O)(=O)=O)=CC=1.O, predict the reaction product. The product is: [CH:1]1([C:4]2[NH:8][N:7]=[C:6]([NH:9][C:10]3[CH:15]=[CH:14][N:13]=[C:12]([NH:16][CH2:17][C:18]4[C:32]([F:33])=[CH:31][C:21]5[NH:22][CH:23]=[N:24][C:20]=5[CH:19]=4)[N:11]=3)[CH:5]=2)[CH2:2][CH2:3]1. (3) Given the reactants [C:1]([OH:4])(=[O:3])[CH3:2].C(C1C=CC(C2C=CC(O)=C(C3NC4C=CC(C(N)=N)=CC=4N=3)C=2)=CC=1)(=N)N.O[NH:34][C:35]([C:37]1[CH:62]=[CH:61][C:40]2[NH:41][C:42]([C:44]3[CH:45]=[C:46]([C:50]4[CH:55]=[CH:54][C:53]([C:56](=[NH:59])[NH:57]O)=[CH:52][C:51]=4[CH3:60])[CH:47]=[CH:48][CH:49]=3)=[N:43][C:39]=2[CH:38]=1)=[NH:36], predict the reaction product. The product is: [C:1]([OH:4])(=[O:3])[CH3:2].[C:56]([C:53]1[CH:54]=[CH:55][C:50]([C:46]2[CH:47]=[CH:48][CH:49]=[C:44]([C:42]3[NH:41][C:40]4[CH:61]=[CH:62][C:37]([C:35]([NH2:36])=[NH:34])=[CH:38][C:39]=4[N:43]=3)[CH:45]=2)=[C:51]([CH3:60])[CH:52]=1)(=[NH:57])[NH2:59]. (4) Given the reactants [H-].[Na+].[NH2:3][C:4]1[N:9]=[C:8]([O:10][CH3:11])[NH:7][C:6](=O)[CH:5]=1.[Br-].[Li+].[C:15]([O:18][CH2:19][CH2:20][CH2:21][CH2:22]Br)(=[O:17])[CH3:16], predict the reaction product. The product is: [NH2:3][C:4]1[N:9]=[C:8]([O:10][CH3:11])[N:7]=[C:6]([CH2:22][CH2:21][CH2:20][CH2:19][O:18][C:15](=[O:17])[CH3:16])[CH:5]=1. (5) Given the reactants [C:1]([C:3]1[CH:17]=[C:16]([C:18]2[CH:23]=[CH:22]C=[C:20]([CH2:24][OH:25])[CH:19]=2)[C:6]2[N:7]([C:10]3[CH:15]=[CH:14][CH:13]=[CH:12][CH:11]=3)[CH:8]=[N:9][C:5]=2[CH:4]=1)#[N:2], predict the reaction product. The product is: [C:1]([C:3]1[CH:17]=[C:16]([C:18]2[CH:19]=[CH:20][C:24]([OH:25])=[CH:22][CH:23]=2)[C:6]2[N:7]([C:10]3[CH:11]=[CH:12][CH:13]=[CH:14][CH:15]=3)[CH:8]=[N:9][C:5]=2[CH:4]=1)#[N:2].